This data is from Full USPTO retrosynthesis dataset with 1.9M reactions from patents (1976-2016). The task is: Predict the reactants needed to synthesize the given product. (1) Given the product [CH3:1][O:2][C:3]([C:5]1[CH2:6][O:7][CH2:8][CH2:9][C:10]=1[C:37]1[CH:38]=[CH:39][C:34]([C:25]2[CH:30]=[CH:29][CH:28]=[CH:27][CH:26]=2)=[CH:35][CH:36]=1)=[O:4], predict the reactants needed to synthesize it. The reactants are: [CH3:1][O:2][C:3]([C:5]1[CH2:6][O:7][CH2:8][CH2:9][C:10]=1OS(C(F)(F)F)(=O)=O)=[O:4].C(=O)([O-])[O-].[K+].[K+].[C:25]1([C:34]2[CH:39]=[CH:38][CH:37]=[CH:36][CH:35]=2)[CH:30]=[CH:29][C:28](B(O)O)=[CH:27][CH:26]=1.O. (2) The reactants are: [C:1]([C:4]1[CH:5]=[C:6]([I:32])[C:7]([C:15]2[CH:24]=[CH:23][CH:22]=[C:21]3[C:16]=2[CH2:17][CH2:18][N:19]([C:25]([O:27]C(C)(C)C)=O)[CH2:20]3)=[C:8]2[C:12]=1[NH:11][C:10]([CH3:13])=[C:9]2[CH3:14])(=[O:3])[NH2:2].F[C:34](F)(F)[C:35](O)=O.CCN(C(C)C)C(C)C.C(Cl)(=O)C=C. Given the product [C:25]([N:19]1[CH2:18][CH2:17][C:16]2[C:21](=[CH:22][CH:23]=[CH:24][C:15]=2[C:7]2[C:6]([I:32])=[CH:5][C:4]([C:1]([NH2:2])=[O:3])=[C:12]3[C:8]=2[C:9]([CH3:14])=[C:10]([CH3:13])[NH:11]3)[CH2:20]1)(=[O:27])[CH:34]=[CH2:35], predict the reactants needed to synthesize it. (3) The reactants are: [CH3:1][O:2][C:3](=[O:16])[C:4](=O)[CH:5](Cl)[C:6]1[CH:11]=[CH:10][C:9]([CH2:12][CH3:13])=[CH:8][CH:7]=1.[C:17]([NH2:20])(=[S:19])[CH3:18]. Given the product [CH3:1][O:2][C:3]([C:4]1[N:20]=[C:17]([CH3:18])[S:19][C:5]=1[C:6]1[CH:11]=[CH:10][C:9]([CH2:12][CH3:13])=[CH:8][CH:7]=1)=[O:16], predict the reactants needed to synthesize it. (4) Given the product [CH3:13][N:11]1[CH:12]=[C:8]([C:7]2[CH:2]=[N:3][CH:4]=[CH:5][N:6]=2)[CH:9]=[N:10]1, predict the reactants needed to synthesize it. The reactants are: Cl[C:2]1[C:7]([C:8]2[CH:9]=[N:10][N:11]([CH3:13])[CH:12]=2)=[N:6][CH:5]=[CH:4][N:3]=1.O.[OH-].[K+]. (5) The reactants are: [CH2:1]([N:8]1[C:12]([CH3:14])([CH3:13])[CH2:11][CH:10]([CH2:15][OH:16])[CH2:9]1)[C:2]1[CH:7]=[CH:6][CH:5]=[CH:4][CH:3]=1.C(N(CC)CC)C.[C:24]1([CH3:34])[CH:29]=[CH:28][C:27]([S:30](Cl)(=[O:32])=[O:31])=[CH:26][CH:25]=1.C(OCC)(=O)C.CCCCCC. Given the product [CH3:34][C:24]1[CH:29]=[CH:28][C:27]([S:30]([O:16][CH2:15][CH:10]2[CH2:11][C:12]([CH3:13])([CH3:14])[N:8]([CH2:1][C:2]3[CH:7]=[CH:6][CH:5]=[CH:4][CH:3]=3)[CH2:9]2)(=[O:32])=[O:31])=[CH:26][CH:25]=1, predict the reactants needed to synthesize it. (6) Given the product [F:1][C:2]1[CH:20]=[C:19]([NH2:21])[CH:18]=[CH:17][C:3]=1[O:4][C:5]1[C:14]2[C:9](=[CH:10][C:11]([O:15][CH3:16])=[CH:12][CH:13]=2)[N:8]=[CH:7][CH:6]=1, predict the reactants needed to synthesize it. The reactants are: [F:1][C:2]1[CH:20]=[C:19]([N+:21]([O-])=O)[CH:18]=[CH:17][C:3]=1[O:4][C:5]1[C:14]2[C:9](=[CH:10][C:11]([O:15][CH3:16])=[CH:12][CH:13]=2)[N:8]=[CH:7][CH:6]=1.Cl.